Task: Predict the reactants needed to synthesize the given product.. Dataset: Full USPTO retrosynthesis dataset with 1.9M reactions from patents (1976-2016) (1) The reactants are: [F:1][CH:2]([CH:6]([CH3:8])[CH3:7])[C:3]([OH:5])=[O:4].[CH3:9][C@@H:10]([NH2:17])[C:11]1[CH:16]=[CH:15][CH:14]=[CH:13][CH:12]=1. Given the product [CH3:9][CH:10]([NH2:17])[C:11]1[CH:16]=[CH:15][CH:14]=[CH:13][CH:12]=1.[F:1][C@@H:2]([CH:6]([CH3:8])[CH3:7])[C:3]([OH:5])=[O:4], predict the reactants needed to synthesize it. (2) Given the product [CH2:30]([O:32][CH2:33][CH2:34][C:35]1[N:37]=[C:27]([CH:13]2[CH2:14][CH:15]([C:17]3[CH:18]=[CH:19][C:20]([C:23]([F:26])([F:25])[F:24])=[CH:21][CH:22]=3)[CH2:16][N:11]([C:9]([N:6]3[CH2:7][CH2:8][CH:3]([C:1]#[N:2])[CH2:4][CH2:5]3)=[O:10])[CH2:12]2)[O:29][N:36]=1)[CH3:31], predict the reactants needed to synthesize it. The reactants are: [C:1]([CH:3]1[CH2:8][CH2:7][N:6]([C:9]([N:11]2[CH2:16][CH:15]([C:17]3[CH:22]=[CH:21][C:20]([C:23]([F:26])([F:25])[F:24])=[CH:19][CH:18]=3)[CH2:14][CH:13]([C:27]([OH:29])=O)[CH2:12]2)=[O:10])[CH2:5][CH2:4]1)#[N:2].[CH2:30]([O:32][CH2:33][CH2:34][C:35](=[N:37]O)[NH2:36])[CH3:31]. (3) Given the product [CH3:1][N:2]1[CH2:7][CH2:6][N:5]([C:40]([C:39]2[CH:43]=[CH:44][C:36]([C:35]#[C:34][Si:31]([CH3:30])([CH3:33])[CH3:32])=[CH:37][CH:38]=2)=[O:41])[CH2:4][CH2:3]1, predict the reactants needed to synthesize it. The reactants are: [CH3:1][N:2]1[CH2:7][CH2:6][NH:5][CH2:4][CH2:3]1.C1C=CC2N(O)N=NC=2C=1.CCN=C=NCCCN(C)C.Cl.[CH3:30][Si:31]([C:34]#[C:35][C:36]1[CH:44]=[CH:43][C:39]([C:40](O)=[O:41])=[CH:38][CH:37]=1)([CH3:33])[CH3:32].